Dataset: Catalyst prediction with 721,799 reactions and 888 catalyst types from USPTO. Task: Predict which catalyst facilitates the given reaction. (1) Reactant: [C:1]([O:5][C:6]([N:8]1[CH2:13][CH2:12][C:11]([CH2:21][NH2:22])([C:14]2[CH:19]=[CH:18][C:17]([I:20])=[CH:16][CH:15]=2)[CH2:10][CH2:9]1)=[O:7])([CH3:4])([CH3:3])[CH3:2].N1C=CC=CC=1.[F:29][C:30]([F:41])([F:40])[C:31](O[C:31](=[O:32])[C:30]([F:41])([F:40])[F:29])=[O:32]. Product: [C:1]([O:5][C:6]([N:8]1[CH2:9][CH2:10][C:11]([C:14]2[CH:19]=[CH:18][C:17]([I:20])=[CH:16][CH:15]=2)([CH2:21][NH:22][C:31](=[O:32])[C:30]([F:41])([F:40])[F:29])[CH2:12][CH2:13]1)=[O:7])([CH3:4])([CH3:3])[CH3:2]. The catalyst class is: 1. (2) Product: [Br:18][C:2]([Br:1])=[C:3]([C:11]1[CH:16]=[CH:15][CH:14]=[CH:13][C:12]=1[NH:17][CH:21]([CH3:23])[CH3:22])[C:4]1[CH:9]=[CH:8][C:7]([F:10])=[CH:6][CH:5]=1. Reactant: [Br:1][C:2]([Br:18])=[C:3]([C:11]1[CH:16]=[CH:15][CH:14]=[CH:13][C:12]=1[NH2:17])[C:4]1[CH:9]=[CH:8][C:7]([F:10])=[CH:6][CH:5]=1.CO[C:21]([CH3:23])=[CH2:22].CC(O)=O. The catalyst class is: 26. (3) Product: [CH3:7][S:8]([C:9]1[N:14]=[C:13]([C:15]2[NH:19][N:18]=[CH:17][C:16]=2[C:20]2[CH:21]=[CH:22][CH:23]=[CH:24][CH:25]=2)[CH:12]=[CH:11][N:10]=1)=[O:1].[CH3:7][S:8]([C:9]1[N:14]=[C:13]([C:15]2[NH:19][N:18]=[CH:17][C:16]=2[C:20]2[CH:21]=[CH:22][CH:23]=[CH:24][CH:25]=2)[CH:12]=[CH:11][N:10]=1)(=[O:1])=[O:26]. Reactant: [OH:1]OS([O-])=O.[K+].[CH3:7][S:8][C:9]1[N:14]=[C:13]([C:15]2[NH:19][N:18]=[CH:17][C:16]=2[C:20]2[CH:25]=[CH:24][CH:23]=[CH:22][CH:21]=2)[CH:12]=[CH:11][N:10]=1.[OH2:26]. The catalyst class is: 5. (4) Reactant: [CH3:1][O:2][C:3]1[N:4]=[N:5][CH:6]=[CH:7][C:8]=1[CH2:9][OH:10].CCN(C(C)C)C(C)C.[CH3:20][S:21](Cl)(=[O:23])=[O:22]. Product: [CH3:20][S:21]([O:10][CH2:9][C:8]1[CH:7]=[CH:6][N:5]=[N:4][C:3]=1[O:2][CH3:1])(=[O:23])=[O:22]. The catalyst class is: 4. (5) Reactant: C1(P(C2C=CC=CC=2)C2C=CC=CC=2)C=CC=CC=1.[Br:20]N1C(=O)CCC1=O.[C:28]([N:38]([CH2:42][CH2:43][OH:44])[CH2:39][CH2:40]O)([O:30][CH2:31][C:32]1[CH:37]=[CH:36][CH:35]=[CH:34][CH:33]=1)=[O:29].N1C(C)=CC=CC=1C.O([Si:61]([CH:68]([CH3:70])[CH3:69])([CH:65]([CH3:67])[CH3:66])[CH:62]([CH3:64])[CH3:63])S(C(F)(F)F)(=O)=O. Product: [CH2:31]([O:30][C:28](=[O:29])[N:38]([CH2:39][CH2:40][Br:20])[CH2:42][CH2:43][O:44][Si:61]([CH:68]([CH3:70])[CH3:69])([CH:65]([CH3:67])[CH3:66])[CH:62]([CH3:64])[CH3:63])[C:32]1[CH:33]=[CH:34][CH:35]=[CH:36][CH:37]=1. The catalyst class is: 34. (6) Reactant: C(O)(=O)C.[N+:5]([C:8]1[CH:13]=[C:12]([CH3:14])[C:11]([S:15][C:16]2[CH:21]=[CH:20][CH:19]=[C:18]([OH:22])[CH:17]=2)=[CH:10][C:9]=1[CH3:23])([O-])=O. Product: [OH:22][C:18]1[CH:17]=[C:16]([S:15][C:11]2[CH:10]=[C:9]([CH3:23])[C:8](=[CH:13][C:12]=2[CH3:14])[NH2:5])[CH:21]=[CH:20][CH:19]=1. The catalyst class is: 190. (7) Reactant: C([O:8][C:9]1[CH:10]=[CH:11][C:12]2[C:13]3[S:22][C:21]([CH2:23][CH2:24][CH3:25])=[N:20][C:14]=3[C:15]([NH2:19])=[N:16][C:17]=2[CH:18]=1)C1C=CC=CC=1.Br.[OH-].[Na+]. Product: [OH:8][C:9]1[CH:10]=[CH:11][C:12]2[C:13]3[S:22][C:21]([CH2:23][CH2:24][CH3:25])=[N:20][C:14]=3[C:15]([NH2:19])=[N:16][C:17]=2[CH:18]=1. The catalyst class is: 15. (8) Reactant: C(OC([NH:8][C@H:9]1[CH2:14][CH2:13][C@H:12]([N:15]([C:19]2[CH:24]=[C:23]([CH2:25][CH2:26][O:27][C:28]([NH:30][C:31]3[CH:36]=[C:35]([O:37][CH3:38])[C:34]([CH2:39][NH:40][CH2:41][C@H:42]([O:55][Si](C(C)(C)C)(C)C)[C:43]4[CH:52]=[CH:51][C:50]([OH:53])=[C:49]5[C:44]=4[CH:45]=[CH:46][C:47](=[O:54])[NH:48]5)=[CH:33][C:32]=3[Cl:63])=[O:29])[CH:22]=[CH:21][C:20]=2[C:64]2[CH:69]=[CH:68][CH:67]=[CH:66][CH:65]=2)[C:16](=[O:18])[O-:17])[CH2:11][CH2:10]1)=O)(C)(C)C.C(#N)C. Product: [ClH:63].[ClH:63].[NH2:8][C@H:9]1[CH2:14][CH2:13][C@H:12]([N:15]([C:19]2[CH:24]=[C:23]([CH2:25][CH2:26][O:27][C:28]([NH:30][C:31]3[CH:36]=[C:35]([O:37][CH3:38])[C:34]([CH2:39][NH:40][CH2:41][C@H:42]([OH:55])[C:43]4[CH:52]=[CH:51][C:50]([OH:53])=[C:49]5[C:44]=4[CH:45]=[CH:46][C:47](=[O:54])[NH:48]5)=[CH:33][C:32]=3[Cl:63])=[O:29])[CH:22]=[CH:21][C:20]=2[C:64]2[CH:69]=[CH:68][CH:67]=[CH:66][CH:65]=2)[C:16](=[O:17])[OH:18])[CH2:11][CH2:10]1. The catalyst class is: 33.